The task is: Predict the reactants needed to synthesize the given product.. This data is from Full USPTO retrosynthesis dataset with 1.9M reactions from patents (1976-2016). (1) The reactants are: [C:1]([C:5]1[CH:6]=[C:7]2[C:11](=[CH:12][CH:13]=1)[C:10](=[O:14])[N:9]([C:15]1[C:16]([CH2:46][OH:47])=[C:17]([C:21]3[CH:22]=[C:23]([NH:29][C:30]4[CH:34]=[CH:33][N:32]([CH:35]5[CH2:38][N:37](C(OC(C)(C)C)=O)[CH2:36]5)[N:31]=4)[C:24](=[O:28])[N:25]([CH3:27])[N:26]=3)[CH:18]=[CH:19][CH:20]=1)[CH2:8]2)([CH3:4])([CH3:3])[CH3:2].FC(F)(F)C(O)=O. Given the product [NH:37]1[CH2:36][CH:35]([N:32]2[CH:33]=[CH:34][C:30]([NH:29][C:23]3[C:24](=[O:28])[N:25]([CH3:27])[N:26]=[C:21]([C:17]4[C:16]([CH2:46][OH:47])=[C:15]([N:9]5[CH2:8][C:7]6[C:11](=[CH:12][CH:13]=[C:5]([C:1]([CH3:3])([CH3:4])[CH3:2])[CH:6]=6)[C:10]5=[O:14])[CH:20]=[CH:19][CH:18]=4)[CH:22]=3)=[N:31]2)[CH2:38]1, predict the reactants needed to synthesize it. (2) Given the product [C:3]1([CH2:9][CH2:10][O:11][C:12]2[CH:28]=[CH:27][C:26]([CH:29]=[O:30])=[CH:25][C:13]=2[C:14]([OH:16])=[O:15])[CH:4]=[CH:5][CH:6]=[CH:7][CH:8]=1, predict the reactants needed to synthesize it. The reactants are: [OH-].[Li+].[C:3]1([CH2:9][CH2:10][O:11][C:12]2[CH:28]=[CH:27][C:26]([CH:29]=[O:30])=[CH:25][C:13]=2[C:14]([O:16]CCC2C=CC=CC=2)=[O:15])[CH:8]=[CH:7][CH:6]=[CH:5][CH:4]=1.C(OCC)(=O)C. (3) Given the product [NH2:14][CH2:13][C:11]1[O:12][C:8]([C:7]([CH3:27])([CH3:26])[O:6][SiH2:5][C:1]([CH3:4])([CH3:3])[CH3:2])=[C:9]([CH3:25])[N:10]=1, predict the reactants needed to synthesize it. The reactants are: [C:1]([SiH2:5][O:6][C:7]([CH3:27])([CH3:26])[C:8]1[O:12][C:11]([CH2:13][N:14]2C(=O)C3C(=CC=CC=3)C2=O)=[N:10][C:9]=1[CH3:25])([CH3:4])([CH3:3])[CH3:2].O.NN. (4) Given the product [CH2:34]([N:20]([CH2:18][CH3:19])[CH2:21][CH2:22][NH:23][C:24]([C:26]1[C:30]([CH3:31])=[C:29]([CH:32]=[C:10]2[C:9]3[C:13](=[CH:14][CH:15]=[CH:16][C:8]=3[C:5]3[CH:4]=[CH:3][C:2]([Br:1])=[CH:7][CH:6]=3)[NH:12][C:11]2=[O:17])[NH:28][CH:27]=1)=[O:25])[CH3:35], predict the reactants needed to synthesize it. The reactants are: [Br:1][C:2]1[CH:7]=[CH:6][C:5]([C:8]2[CH:16]=[CH:15][CH:14]=[C:13]3[C:9]=2[CH2:10][C:11](=[O:17])[NH:12]3)=[CH:4][CH:3]=1.[CH2:18]([N:20]([CH2:34][CH3:35])[CH2:21][CH2:22][NH:23][C:24]([C:26]1[C:30]([CH3:31])=[C:29]([CH:32]=O)[NH:28][CH:27]=1)=[O:25])[CH3:19]. (5) Given the product [ClH:50].[ClH:50].[CH3:1][S:2][C:3]1[CH:4]=[C:5]([N:6]([CH:7]2[CH2:8][CH2:9][N:10]([CH2:13][C:14]3[CH:19]=[CH:18][N:17]=[C:16]([C:20]4[CH:21]=[C:22]([O:30][CH3:31])[C:23]([O:28][CH3:29])=[C:24]([O:26][CH3:27])[CH:25]=4)[CH:15]=3)[CH2:11][CH2:12]2)[CH2:49][C:48]2[CH:51]=[CH:52][CH:53]=[CH:54][C:47]=2[C:39]2[CH:40]=[C:41]([O:45][CH3:46])[C:42]([O:43][CH3:44])=[C:37]([O:36][CH3:35])[CH:38]=2)[CH:32]=[CH:33][CH:34]=1, predict the reactants needed to synthesize it. The reactants are: [CH3:1][S:2][C:3]1[CH:4]=[C:5]([CH:32]=[CH:33][CH:34]=1)[NH:6][CH:7]1[CH2:12][CH2:11][N:10]([CH2:13][C:14]2[CH:19]=[CH:18][N:17]=[C:16]([C:20]3[CH:25]=[C:24]([O:26][CH3:27])[C:23]([O:28][CH3:29])=[C:22]([O:30][CH3:31])[CH:21]=3)[CH:15]=2)[CH2:9][CH2:8]1.[CH3:35][O:36][C:37]1[CH:38]=[C:39]([C:47]2[CH:54]=[CH:53][CH:52]=[CH:51][C:48]=2[CH2:49][Cl:50])[CH:40]=[C:41]([O:45][CH3:46])[C:42]=1[O:43][CH3:44]. (6) The reactants are: [NH2:1][C@H:2]([CH2:21][OH:22])[CH2:3][CH2:4][C:5]1[CH:10]=[CH:9][C:8]([NH:11][C:12](=[O:20])[C:13]2[CH:18]=[CH:17][C:16]([Cl:19])=[CH:15][CH:14]=2)=[CH:7][CH:6]=1.C([O-])(=O)C.[Na+].[N:28]#[C:29]Br.[OH-].[Na+]. Given the product [NH2:28][C:29]1[O:22][CH2:21][C@H:2]([CH2:3][CH2:4][C:5]2[CH:6]=[CH:7][C:8]([NH:11][C:12](=[O:20])[C:13]3[CH:18]=[CH:17][C:16]([Cl:19])=[CH:15][CH:14]=3)=[CH:9][CH:10]=2)[N:1]=1, predict the reactants needed to synthesize it. (7) Given the product [CH2:18]([C@H:17]1[O:16][C@H:15]2[C@H:11]([N:12]=[C:13]([N:20]([CH3:28])[C:21](=[O:27])[O:22][C:23]([CH3:26])([CH3:24])[CH3:25])[S:14]2)[CH:10]([O:29][CH2:30][C:31]2[CH:36]=[CH:35][C:34]([O:37][CH3:38])=[CH:33][CH:32]=2)[C@@H:9]1[O:8][CH2:7][C:6]1[CH:39]=[CH:40][C:3]([O:2][CH3:1])=[CH:4][CH:5]=1)[CH3:19], predict the reactants needed to synthesize it. The reactants are: [CH3:1][O:2][C:3]1[CH:40]=[CH:39][C:6]([CH2:7][O:8][C@@H:9]2[C@@H:17]([CH:18]=[CH2:19])[O:16][C@H:15]3[C@H:11]([N:12]=[C:13]([N:20]([CH3:28])[C:21](=[O:27])[O:22][C:23]([CH3:26])([CH3:25])[CH3:24])[S:14]3)[C@H:10]2[O:29][CH2:30][C:31]2[CH:36]=[CH:35][C:34]([O:37][CH3:38])=[CH:33][CH:32]=2)=[CH:5][CH:4]=1.